Dataset: CYP3A4 inhibition data for predicting drug metabolism from PubChem BioAssay. Task: Regression/Classification. Given a drug SMILES string, predict its absorption, distribution, metabolism, or excretion properties. Task type varies by dataset: regression for continuous measurements (e.g., permeability, clearance, half-life) or binary classification for categorical outcomes (e.g., BBB penetration, CYP inhibition). Dataset: cyp3a4_veith. (1) The compound is CN(Cc1ccco1)c1cc(-c2cccc(NS(C)(=O)=O)c2)ncn1. The result is 1 (inhibitor). (2) The drug is O=C(NCC1CCCO1)C(c1cccnc1)N(C(=O)Cc1cccs1)c1ccccc1. The result is 1 (inhibitor).